This data is from Full USPTO retrosynthesis dataset with 1.9M reactions from patents (1976-2016). The task is: Predict the reactants needed to synthesize the given product. (1) The reactants are: O[CH2:2][C:3]1[CH:12]=[N:11][C:10]2[N:9]3[CH2:13][CH2:14][S:15][CH2:16][CH:8]3[C:7](=[O:17])[NH:6][C:5]=2[CH:4]=1.[I-].C(C[P+](C)(C)C)#N.C(N(C(C)C)C(C)C)C.Cl.[Cl:36][C:37]1[CH:42]=[CH:41][C:40]([N:43]2[CH2:48][CH2:47][NH:46][CH2:45][CH2:44]2)=[CH:39][CH:38]=1. Given the product [Cl:36][C:37]1[CH:38]=[CH:39][C:40]([N:43]2[CH2:48][CH2:47][N:46]([CH2:2][C:3]3[CH:12]=[N:11][C:10]4[N:9]5[CH2:13][CH2:14][S:15][CH2:16][CH:8]5[C:7](=[O:17])[NH:6][C:5]=4[CH:4]=3)[CH2:45][CH2:44]2)=[CH:41][CH:42]=1, predict the reactants needed to synthesize it. (2) The reactants are: [CH2:1]([CH:3]([CH2:6][CH2:7][CH2:8][CH3:9])[CH2:4][OH:5])[CH3:2].C=CC.C(=O)C(C)C.C(=O)CCC. Given the product [CH2:1]([CH:3]([CH2:6][CH2:7][CH2:8][CH3:9])[CH:4]=[O:5])[CH3:2], predict the reactants needed to synthesize it. (3) Given the product [ClH:37].[CH:1]1([C:4]2[CH:8]=[C:7]([CH:9]3[CH2:11][CH2:10]3)[N:6]([C:12]3[CH:17]=[CH:16][C:15]([NH:18][C:19](=[O:26])[C:20]4[CH:25]=[CH:24][CH:23]=[N:22][CH:21]=4)=[CH:14][C:13]=3[F:27])[N:5]=2)[CH2:2][CH2:3]1, predict the reactants needed to synthesize it. The reactants are: [CH:1]1([C:4]2[CH:8]=[C:7]([CH:9]3[CH2:11][CH2:10]3)[N:6]([C:12]3[CH:17]=[CH:16][C:15]([NH:18][C:19](=[O:26])[C:20]4[CH:25]=[CH:24][CH:23]=[N:22][CH:21]=4)=[CH:14][C:13]=3[F:27])[N:5]=2)[CH2:3][CH2:2]1.C(O)(=O)C1C=CC=NC=1.[ClH:37]. (4) Given the product [CH3:1][O:2][CH2:3][CH2:4][O:5][C:6]1[CH:7]=[C:8]([CH:11]=[C:12]([CH2:14][CH2:15][CH2:16][O:17][CH3:18])[CH:13]=1)[CH2:9][NH:22][CH:19]1[CH2:21][CH2:20]1, predict the reactants needed to synthesize it. The reactants are: [CH3:1][O:2][CH2:3][CH2:4][O:5][C:6]1[CH:7]=[C:8]([CH:11]=[C:12]([CH2:14][CH2:15][CH2:16][O:17][CH3:18])[CH:13]=1)[CH:9]=O.[CH:19]1([NH2:22])[CH2:21][CH2:20]1.S([O-])([O-])(=O)=O.[Mg+2].C([O-])(=O)C.[K+].C([BH3-])#N.[Na+]. (5) Given the product [NH2:19][CH2:18][CH2:17][O:16][C:15]1[CH:27]=[CH:28][C:12]([NH:11][C:9]([N:45]2[C:46]3[C:42](=[C:41]([Cl:40])[CH:49]=[CH:48][CH:47]=3)[CH2:43][CH2:44]2)=[O:10])=[CH:13][C:14]=1[C:29]1[N:33]([CH3:34])[N:32]=[CH:31][CH:30]=1, predict the reactants needed to synthesize it. The reactants are: O=C1CCC(=O)N1O[C:9]([NH:11][C:12]1[CH:28]=[CH:27][C:15]([O:16][CH2:17][CH2:18][NH:19]C(=O)OC(C)(C)C)=[C:14]([C:29]2[N:33]([CH3:34])[N:32]=[CH:31][CH:30]=2)[CH:13]=1)=[O:10].CN(C)C=O.[Cl:40][C:41]1[CH:49]=[CH:48][CH:47]=[C:46]2[C:42]=1[CH2:43][CH2:44][NH:45]2.Cl.CCOCC. (6) Given the product [F:36][C:2]1[CH:7]=[C:6]([C:8]([F:9])([F:10])[F:11])[CH:5]=[CH:4][C:3]=1[C:16]1[CH:21]=[CH:20][C:19]([NH:22][S:23]([CH3:26])(=[O:24])=[O:25])=[CH:18][CH:17]=1, predict the reactants needed to synthesize it. The reactants are: N[C:2]1[CH:7]=[C:6]([C:8]([F:11])([F:10])[F:9])[C:5](C(F)(F)F)=[CH:4][C:3]=1[C:16]1[CH:21]=[CH:20][C:19]([NH:22][S:23]([CH3:26])(=[O:25])=[O:24])=[CH:18][CH:17]=1.BrC1C=C(C(F)(F)[F:36])C(C(F)(F)F)=CC=1N.